Regression/Classification. Given a drug SMILES string, predict its absorption, distribution, metabolism, or excretion properties. Task type varies by dataset: regression for continuous measurements (e.g., permeability, clearance, half-life) or binary classification for categorical outcomes (e.g., BBB penetration, CYP inhibition). Dataset: cyp2d6_veith. From a dataset of CYP2D6 inhibition data for predicting drug metabolism from PubChem BioAssay. (1) The compound is CO[C@@H]1COC(=O)[C@H](C)NC(=O)[C@@H](C)COC(=O)[C@H](C)NC(=O)C/C=C\[C@H]1C. The result is 0 (non-inhibitor). (2) The drug is CN1CCN(c2ncc3nc(-c4cn(C)c5ccccc45)c(=O)n(Cc4cccs4)c3n2)CC1. The result is 0 (non-inhibitor). (3) The compound is NC(=O)CC[C@@H](N)C(=O)O. The result is 0 (non-inhibitor). (4) The compound is FC(F)(F)c1ccccc1-c1cncnc1NCCc1cnc[nH]1. The result is 1 (inhibitor). (5) The drug is CCCC1CCC2(C)C3=C(CCC3)CC[N+]2(C)C1.[I-]. The result is 1 (inhibitor). (6) The drug is O=c1oc2c(Cl)cc(Cl)cc2cc1-c1nnc(Nc2ccccc2F)s1. The result is 0 (non-inhibitor). (7) The molecule is c1nc(NCCN2CCOCC2)c2cc(-c3ccc4c(c3)OCO4)ccc2n1. The result is 1 (inhibitor).